Dataset: Reaction yield outcomes from USPTO patents with 853,638 reactions. Task: Predict the reaction yield, written as a fraction of the theoretical maximum amount of product (1.0 means a 100% yield; for example, 0.34 means a 34% yield). (1) The reactants are C(=O)([O-])[O-].[K+].[K+].CN(C=O)C.[CH:12]1([CH2:15][O:16][C:17]2[CH:18]=[CH:19][C:20]([F:29])=[C:21]3[C:26]=2[NH:25][CH:24]=[C:23]([I:27])[C:22]3=[O:28])[CH2:14][CH2:13]1.[CH2:30](I)[CH3:31]. The catalyst is O. The product is [CH:12]1([CH2:15][O:16][C:17]2[CH:18]=[CH:19][C:20]([F:29])=[C:21]3[C:26]=2[N:25]([CH2:30][CH3:31])[CH:24]=[C:23]([I:27])[C:22]3=[O:28])[CH2:13][CH2:14]1. The yield is 0.770. (2) The reactants are Cl[C:2]1[N:7]=[C:6]([NH:8][C:9]2[CH:18]=[CH:17][C:12]3[NH:13][C:14](=[O:16])NC=3C=2)[C:5](F)=[CH:4][N:3]=1.[CH3:20][N:21]1[CH2:26][CH2:25][N:24]([C:27]2[N:32]=[CH:31][C:30]([NH2:33])=[CH:29][CH:28]=2)[CH2:23][CH2:22]1.[C:34]([OH:40])([C:36](F)(F)F)=O.[CH3:41]C(O)C. No catalyst specified. The product is [CH3:41][C:5]1[C:6]([NH:8][C:9]2[CH:18]=[CH:17][C:12]3[NH:13][C:14](=[O:16])[O:40][C:34]=3[CH:36]=2)=[N:7][C:2]([NH:33][C:30]2[CH:31]=[N:32][C:27]([N:24]3[CH2:25][CH2:26][N:21]([CH3:20])[CH2:22][CH2:23]3)=[CH:28][CH:29]=2)=[N:3][CH:4]=1. The yield is 0.600. (3) The reactants are [Cl-].[CH3:2][C:3]1[N:10]2[C:6](=[N+:7]([CH2:15][C:16]3[CH:21]=[CH:20][C:19]([N+:22]([O-:24])=[O:23])=[CH:18][CH:17]=3)[C:8]3[CH:14]=[CH:13][CH:12]=[CH:11][C:9]=32)[S:5][CH:4]=1.[CH3:25][O-:26].[Na+]. The catalyst is CO. The product is [CH3:6][S:5]/[CH:4]=[C:3](\[N:10]1[C:9]2[CH:11]=[CH:12][CH:13]=[CH:14][C:8]=2[N:7]([CH2:15][C:16]2[CH:17]=[CH:18][C:19]([N+:22]([O-:24])=[O:23])=[CH:20][CH:21]=2)[C:25]1=[O:26])/[CH3:2]. The yield is 0.910. (4) The reactants are [F:1][C:2]1[CH:10]=[C:9]2[C:5]([CH2:6][O:7][C:8]2=[O:11])=[C:4]([N+:12]([O-])=O)[CH:3]=1.[H][H]. The catalyst is CCOC(C)=O.[Pd]. The product is [NH2:12][C:4]1[CH:3]=[C:2]([F:1])[CH:10]=[C:9]2[C:5]=1[CH2:6][O:7][C:8]2=[O:11]. The yield is 0.920. (5) The reactants are [Sm].[I-].[C:3]([O:7][C:8]([N:10]1[C:19]2[C:14](=[CH:15][CH:16]=[C:17]([CH2:20][CH2:21][O:22][C:23]3[CH:24]=[C:25]4[C:29](=[CH:30][CH:31]=3)[N:28]([C:32]([C:39]3[CH:44]=[CH:43][CH:42]=[C:41]([O:45][CH2:46][C:47]5[CH:52]=[CH:51][CH:50]=[CH:49][CH:48]=5)[CH:40]=3)=[CH:33][C:34]([O:36][CH2:37][CH3:38])=[O:35])[CH:27]=[CH:26]4)[N:18]=2)[CH2:13][CH2:12][CH2:11]1)=[O:9])([CH3:6])([CH3:5])[CH3:4].CN(C)P(N(C)C)(N(C)C)=O.CO.[Cl-].[NH4+]. The catalyst is C(O)C. The product is [C:3]([O:7][C:8]([N:10]1[C:19]2[C:14](=[CH:15][CH:16]=[C:17]([CH2:20][CH2:21][O:22][C:23]3[CH:24]=[C:25]4[C:29](=[CH:30][CH:31]=3)[N:28]([CH:32]([C:39]3[CH:44]=[CH:43][CH:42]=[C:41]([O:45][CH2:46][C:47]5[CH:52]=[CH:51][CH:50]=[CH:49][CH:48]=5)[CH:40]=3)[CH2:33][C:34]([O:36][CH2:37][CH3:38])=[O:35])[CH:27]=[CH:26]4)[N:18]=2)[CH2:13][CH2:12][CH2:11]1)=[O:9])([CH3:4])([CH3:5])[CH3:6]. The yield is 0.500. (6) The reactants are [C:1]([O:5][C:6]([N:8]1[CH2:13][CH2:12][N:11]([C:14]2[C:19]([C:20]([O:22]CC)=[O:21])=[CH:18][N:17]=[C:16]([C:25]([CH3:28])([CH3:27])[CH3:26])[N:15]=2)[CH2:10][CH2:9]1)=[O:7])([CH3:4])([CH3:3])[CH3:2].O[Li].O. The catalyst is C1COCC1.CCO.O. The product is [C:1]([O:5][C:6]([N:8]1[CH2:9][CH2:10][N:11]([C:14]2[C:19]([C:20]([OH:22])=[O:21])=[CH:18][N:17]=[C:16]([C:25]([CH3:28])([CH3:27])[CH3:26])[N:15]=2)[CH2:12][CH2:13]1)=[O:7])([CH3:4])([CH3:3])[CH3:2]. The yield is 0.800. (7) The reactants are CN(C(ON1N=NC2C=CC=NC1=2)=[N+](C)C)C.F[P-](F)(F)(F)(F)F.Cl.[NH2:26][C@@H:27]([C:52]([CH3:55])([CH3:54])[CH3:53])[C:28]([N:30]1[CH2:34][C@H:33]([OH:35])[CH2:32][C@H:31]1[C:36]([NH:38][CH2:39][C:40]1[CH:45]=[CH:44][C:43]([C:46]2[S:50][CH:49]=[N:48][C:47]=2[CH3:51])=[CH:42][CH:41]=1)=[O:37])=[O:29].[OH:56][C:57]1[CH:58]=[CH:59][C:60]2[C@@H:61]3[C@@H:69]([C@H:70]([CH2:74][CH2:75][CH2:76][CH2:77][O:78][CH2:79][CH2:80][O:81][CH2:82][CH2:83][O:84][CH2:85][CH2:86][O:87][CH2:88][C:89](O)=[O:90])[CH2:71][C:72]=2[CH:73]=1)[C@H:68]1[C@@:64]([CH3:93])([C@@H:65]([OH:92])[CH2:66][CH2:67]1)[CH2:63][CH2:62]3.CCN(C(C)C)C(C)C. The catalyst is CN(C=O)C. The product is [C:52]([C@H:27]([NH:26][C:89](=[O:90])[CH2:88][O:87][CH2:86][CH2:85][O:84][CH2:83][CH2:82][O:81][CH2:80][CH2:79][O:78][CH2:77][CH2:76][CH2:75][CH2:74][C@H:70]1[C@@H:69]2[C@H:61]([CH2:62][CH2:63][C@@:64]3([CH3:93])[C@H:68]2[CH2:67][CH2:66][C@@H:65]3[OH:92])[C:60]2[CH:59]=[CH:58][C:57]([OH:56])=[CH:73][C:72]=2[CH2:71]1)[C:28]([N:30]1[CH2:34][C@H:33]([OH:35])[CH2:32][C@H:31]1[C:36]([NH:38][CH2:39][C:40]1[CH:45]=[CH:44][C:43]([C:46]2[S:50][CH:49]=[N:48][C:47]=2[CH3:51])=[CH:42][CH:41]=1)=[O:37])=[O:29])([CH3:55])([CH3:54])[CH3:53]. The yield is 0.640. (8) The catalyst is C1(C)C=CC=CC=1.C([O-])(=O)C.[Pd+2].C([O-])(=O)C.O. The product is [CH:30]1([C:2]2[CH:3]=[C:4]([S:8]([N:11]3[CH2:16][C@H:15]([CH3:17])[O:14][C:13]4[N:18]=[CH:19][C:20]([NH:22][C:23](=[O:29])[O:24][C:25]([CH3:26])([CH3:28])[CH3:27])=[CH:21][C:12]3=4)(=[O:9])=[O:10])[CH:5]=[CH:6][CH:7]=2)[CH2:32][CH2:31]1. The yield is 0.540. The reactants are Br[C:2]1[CH:3]=[C:4]([S:8]([N:11]2[CH2:16][C@H:15]([CH3:17])[O:14][C:13]3[N:18]=[CH:19][C:20]([NH:22][C:23](=[O:29])[O:24][C:25]([CH3:28])([CH3:27])[CH3:26])=[CH:21][C:12]2=3)(=[O:10])=[O:9])[CH:5]=[CH:6][CH:7]=1.[CH:30]1(B(O)O)[CH2:32][CH2:31]1.C1(P(C2CCCCC2)C2CCCCC2)CCCCC1.[O-]P([O-])([O-])=O.[K+].[K+].[K+]. (9) The reactants are [Br:1][CH2:2][CH2:3][CH2:4][CH2:5][CH2:6][CH2:7][CH2:8][CH2:9][CH2:10][OH:11].C(=O)(O)[O-].[Na+].[Br-].[K+].S(=O)(O)[O-].[Na+]. The catalyst is O.ClCCl. The product is [Br:1][CH2:2][CH2:3][CH2:4][CH2:5][CH2:6][CH2:7][CH2:8][CH2:9][CH:10]=[O:11]. The yield is 0.940.